Dataset: NCI-60 drug combinations with 297,098 pairs across 59 cell lines. Task: Regression. Given two drug SMILES strings and cell line genomic features, predict the synergy score measuring deviation from expected non-interaction effect. (1) Drug 1: C1=CC(=CC=C1CC(C(=O)O)N)N(CCCl)CCCl.Cl. Drug 2: CCC(=C(C1=CC=CC=C1)C2=CC=C(C=C2)OCCN(C)C)C3=CC=CC=C3.C(C(=O)O)C(CC(=O)O)(C(=O)O)O. Cell line: HOP-92. Synergy scores: CSS=14.3, Synergy_ZIP=-4.91, Synergy_Bliss=2.45, Synergy_Loewe=-0.320, Synergy_HSA=2.24. (2) Synergy scores: CSS=33.1, Synergy_ZIP=-8.77, Synergy_Bliss=-11.9, Synergy_Loewe=-11.8, Synergy_HSA=-6.29. Cell line: HCT-15. Drug 2: C1=CC(=CC=C1CCCC(=O)O)N(CCCl)CCCl. Drug 1: C1=C(C(=O)NC(=O)N1)F.